From a dataset of Catalyst prediction with 721,799 reactions and 888 catalyst types from USPTO. Predict which catalyst facilitates the given reaction. (1) Reactant: C[O:2][C:3]([N:5]1[CH2:9][CH:8]([C:10]2[C:18]3[C:13](=[CH:14][C:15]([F:19])=[CH:16][CH:17]=3)[NH:12][CH:11]=2)[CH:7]2[N:20]([C:23](=[O:39])[CH:24]([NH:31][C:32]([O:34][C:35]([CH3:38])([CH3:37])[CH3:36])=[O:33])[CH:25]3[CH2:30][CH2:29][CH2:28][CH2:27][CH2:26]3)[CH2:21][CH2:22][CH:6]12)=O.C(Cl)(=O)[C:41]1[CH:46]=[CH:45][CH:44]=[CH:43][CH:42]=1. Product: [C:35]([O:34][C:32](=[O:33])[NH:31][CH:24]([CH:25]1[CH2:30][CH2:29][CH2:28][CH2:27][CH2:26]1)[C:23]([N:20]1[CH2:21][CH2:22][CH:6]2[N:5]([C:3](=[O:2])[C:41]3[CH:46]=[CH:45][CH:44]=[CH:43][CH:42]=3)[CH2:9][CH:8]([C:10]3[C:18]4[C:13](=[CH:14][C:15]([F:19])=[CH:16][CH:17]=4)[NH:12][CH:11]=3)[CH:7]12)=[O:39])([CH3:36])([CH3:38])[CH3:37]. The catalyst class is: 2. (2) Reactant: CS(O[CH2:6][CH2:7][C@H:8]([C:10]1[CH:15]=[CH:14][CH:13]=[CH:12][CH:11]=1)[OH:9])(=O)=O.C[NH2:17]. Product: [C:10]1([C@H:8]([OH:9])[CH2:7][CH2:6][NH2:17])[CH:15]=[CH:14][CH:13]=[CH:12][CH:11]=1. The catalyst class is: 116. (3) Reactant: C/C(/CCC=C(C)C)=C\CN1C(=O)C2N=CN([C@H]3C[C@H](O)[C@@H](CO)O3)C=2N=C1.[CH3:29][O:30][C:31]1[CH:36]=[CH:35][C:34]([C:37]([C:77]2[CH:82]=[CH:81][C:80]([O:83][CH3:84])=[CH:79][CH:78]=2)([C:71]2[CH:76]=[CH:75][CH:74]=[CH:73][CH:72]=2)[O:38][CH2:39][C@H:40]2[O:44][C@@H:43]([N:45]3[CH:53]=[N:52][C:51]4[C:50](=[O:54])[N:49]([CH2:55]/[CH:56]=[C:57](\[CH3:69])/[CH2:58][CH2:59]/[CH:60]=[C:61](\[CH3:68])/[CH2:62]CC=C(C)C)[CH:48]=[N:47][C:46]3=4)[CH2:42][C@@H:41]2[OH:70])=[CH:33][CH:32]=1.C(Cl)(Cl)Cl.CO. Product: [CH3:29][O:30][C:31]1[CH:36]=[CH:35][C:34]([C:37]([C:77]2[CH:78]=[CH:79][C:80]([O:83][CH3:84])=[CH:81][CH:82]=2)([C:71]2[CH:76]=[CH:75][CH:74]=[CH:73][CH:72]=2)[O:38][CH2:39][C@H:40]2[O:44][C@@H:43]([N:45]3[CH:53]=[N:52][C:51]4[C:50](=[O:54])[N:49]([CH2:55]/[CH:56]=[C:57](\[CH3:69])/[CH2:58][CH2:59][CH:60]=[C:61]([CH3:68])[CH3:62])[CH:48]=[N:47][C:46]3=4)[CH2:42][C@@H:41]2[OH:70])=[CH:33][CH:32]=1. The catalyst class is: 5. (4) Reactant: FC(F)(F)C(O)=O.[CH:8]([C:11]1[S:12][CH:13]=[C:14]([C:16]([N:18]2[CH2:23][C:22]3([CH2:28][CH2:27][N:26]([CH2:29][CH2:30][C:31]4[CH:48]=[CH:47][C:34]([CH2:35][CH2:36][O:37][CH2:38][CH2:39][C:40]([O:42]C(C)(C)C)=[O:41])=[CH:33][CH:32]=4)[CH2:25][CH2:24]3)[O:21][CH2:20][CH2:19]2)=[O:17])[N:15]=1)([CH3:10])[CH3:9].C1(C)C=CC=CC=1. Product: [CH:8]([C:11]1[S:12][CH:13]=[C:14]([C:16]([N:18]2[CH2:23][C:22]3([CH2:24][CH2:25][N:26]([CH2:29][CH2:30][C:31]4[CH:32]=[CH:33][C:34]([CH2:35][CH2:36][O:37][CH2:38][CH2:39][C:40]([OH:42])=[O:41])=[CH:47][CH:48]=4)[CH2:27][CH2:28]3)[O:21][CH2:20][CH2:19]2)=[O:17])[N:15]=1)([CH3:10])[CH3:9]. The catalyst class is: 2. (5) Reactant: C([O:9][CH2:10][CH2:11][O:12][CH2:13][CH2:14][N:15]1[C:23]2[C:22](Cl)=[N:21][CH:20]=[N:19][C:18]=2[CH:17]=[CH:16]1)(=O)C1C=CC=CC=1.[NH2:25][C:26]1[CH:46]=[CH:45][C:29]([O:30][CH2:31][CH:32]2[CH2:37][CH2:36][N:35]([C:38]([O:40][C:41]([CH3:44])([CH3:43])[CH3:42])=[O:39])[CH2:34][CH2:33]2)=[C:28]([Cl:47])[CH:27]=1. Product: [Cl:47][C:28]1[CH:27]=[C:26]([NH:25][C:22]2[C:23]3[N:15]([CH2:14][CH2:13][O:12][CH2:11][CH2:10][OH:9])[CH:16]=[CH:17][C:18]=3[N:19]=[CH:20][N:21]=2)[CH:46]=[CH:45][C:29]=1[O:30][CH2:31][CH:32]1[CH2:33][CH2:34][N:35]([C:38]([O:40][C:41]([CH3:42])([CH3:43])[CH3:44])=[O:39])[CH2:36][CH2:37]1. The catalyst class is: 32. (6) Reactant: [Br:1][C:2]1[CH:3]=[C:4]([C:12]([OH:14])=O)[C:5]2[C:10]([CH:11]=1)=[CH:9][CH:8]=[CH:7][CH:6]=2.C(N1C=CN=C1)([N:17]1C=CN=C1)=O.O.N. Product: [Br:1][C:2]1[CH:3]=[C:4]([C:12]([NH2:17])=[O:14])[C:5]2[C:10]([CH:11]=1)=[CH:9][CH:8]=[CH:7][CH:6]=2. The catalyst class is: 7.